Dataset: Forward reaction prediction with 1.9M reactions from USPTO patents (1976-2016). Task: Predict the product of the given reaction. Given the reactants C(N[C:5](=[CH2:10])[C:6]([O:8][CH3:9])=[O:7])(=O)C.[C:11](=O)([O-])O.[Na+].I[C:17]1[CH:18]=[C:19]([S:23][CH3:24])[CH:20]=[CH:21][CH:22]=1.C[N:26]([CH:28]=[O:29])C, predict the reaction product. The product is: [CH3:24][S:23][C:19]1[C:18]([NH:26][C:28](=[O:29])[CH3:11])=[C:17]([CH:22]=[CH:21][CH:20]=1)[CH:10]=[CH:5][C:6]([O:8][CH3:9])=[O:7].